From a dataset of Forward reaction prediction with 1.9M reactions from USPTO patents (1976-2016). Predict the product of the given reaction. Given the reactants [Cl:1][C:2]1[CH:3]=[CH:4][C:5]([NH:18][CH2:19][CH:20]2[CH2:25][CH2:24][NH:23][CH2:22][CH2:21]2)=[C:6]([CH:17]=1)[C:7]([NH:9][C:10]1[CH:15]=[CH:14][C:13]([Cl:16])=[CH:12][N:11]=1)=[O:8].[F:26][C:27]([F:33])([F:32])[CH2:28][C:29](=O)[CH3:30].C([BH3-])#N.[Na+], predict the reaction product. The product is: [Cl:1][C:2]1[CH:3]=[CH:4][C:5]([NH:18][CH2:19][CH:20]2[CH2:21][CH2:22][N:23]([CH:29]([CH2:28][C:27]([F:33])([F:32])[F:26])[CH3:30])[CH2:24][CH2:25]2)=[C:6]([CH:17]=1)[C:7]([NH:9][C:10]1[CH:15]=[CH:14][C:13]([Cl:16])=[CH:12][N:11]=1)=[O:8].